From a dataset of Reaction yield outcomes from USPTO patents with 853,638 reactions. Predict the reaction yield, written as a fraction of the theoretical maximum amount of product (1.0 means a 100% yield; for example, 0.34 means a 34% yield). The yield is 0.720. No catalyst specified. The reactants are [Cl:1][C:2]1[N:3]=[C:4]([N:14]2[CH2:19][CH2:18][O:17][CH2:16][CH2:15]2)[C:5]2[S:10][C:9]([CH2:11][NH:12][CH3:13])=[CH:8][C:6]=2[N:7]=1.[CH:20]1([N:26]2[CH2:31][CH2:30][C:29](=O)[CH2:28][CH2:27]2)[CH2:25][CH2:24][CH2:23][CH2:22][CH2:21]1. The product is [Cl:1][C:2]1[N:3]=[C:4]([N:14]2[CH2:19][CH2:18][O:17][CH2:16][CH2:15]2)[C:5]2[S:10][C:9]([CH2:11][N:12]([CH:29]3[CH2:30][CH2:31][N:26]([CH:20]4[CH2:25][CH2:24][CH2:23][CH2:22][CH2:21]4)[CH2:27][CH2:28]3)[CH3:13])=[CH:8][C:6]=2[N:7]=1.